This data is from Full USPTO retrosynthesis dataset with 1.9M reactions from patents (1976-2016). The task is: Predict the reactants needed to synthesize the given product. (1) Given the product [CH2:34]([O:36][C:37]([CH:39]1[CH2:44][CH2:43][CH:42]([N:8]2[CH2:11][CH:10]([NH:12][C:13](=[O:33])[CH2:14][NH:15][C:16]3[C:24]4[C:19](=[CH:20][CH:21]=[C:22]([C:25]([F:27])([F:28])[F:26])[CH:23]=4)[N:18]([S:29]([CH3:32])(=[O:31])=[O:30])[N:17]=3)[CH2:9]2)[CH2:41][CH2:40]1)=[O:38])[CH3:35], predict the reactants needed to synthesize it. The reactants are: OC(C(F)(F)F)=O.[NH:8]1[CH2:11][CH:10]([NH:12][C:13](=[O:33])[CH2:14][NH:15][C:16]2[C:24]3[C:19](=[CH:20][CH:21]=[C:22]([C:25]([F:28])([F:27])[F:26])[CH:23]=3)[N:18]([S:29]([CH3:32])(=[O:31])=[O:30])[N:17]=2)[CH2:9]1.[CH2:34]([O:36][C:37]([CH:39]1[CH2:44][CH2:43][C:42](=O)[CH2:41][CH2:40]1)=[O:38])[CH3:35]. (2) Given the product [O:6]=[C:5]([C:7]1[CH:12]=[CH:11][N:10]=[CH:9][CH:8]=1)[CH2:4][N:3]1[CH:22]=[CH:15][CH:19]=[C:18]1[C:17]([O:20][CH3:21])=[O:16], predict the reactants needed to synthesize it. The reactants are: [Cl-].[Cl-].[NH3+:3][CH2:4][C:5]([C:7]1[CH:12]=[CH:11][NH+:10]=[CH:9][CH:8]=1)=[O:6].CO[C:15]1([C:22](OC)=O)[CH2:19][CH2:18][CH:17]([O:20][CH3:21])[O:16]1.C([O-])(=O)C.[Na+].C([O-])(O)=O.[Na+]. (3) Given the product [O:8]1[C:7]2[C:2](=[N:3][CH:4]=[CH:5][CH:6]=2)[NH:1][C:9]1=[O:10], predict the reactants needed to synthesize it. The reactants are: [NH2:1][C:2]1[C:7]([OH:8])=[CH:6][CH:5]=[CH:4][N:3]=1.[C:9](N1C=CN=C1)(N1C=CN=C1)=[O:10]. (4) Given the product [Cl:1][C:2]1[CH:3]=[C:4]2[C:8](=[CH:9][CH:10]=1)[NH:7][C:6]([CH2:11][N:35]1[C:34]3[CH:33]=[CH:32][NH:31][C:30]=3[C:28](=[O:29])[NH:44][C:45]1=[S:46])=[CH:5]2, predict the reactants needed to synthesize it. The reactants are: [Cl:1][C:2]1[CH:3]=[C:4]2[C:8](=[CH:9][CH:10]=1)[NH:7][C:6]([CH:11]=O)=[CH:5]2.[BH3-]C#N.[Na+].CCN(CC)CC.Cl.C(O[C:28]([C:30]1[NH:31][CH:32]=[CH:33][C:34]=1[NH2:35])=[O:29])C.C([N:44]=[C:45]=[S:46])(=O)C1C=CC=CC=1. (5) Given the product [Cl:32][C:33]1[CH:41]=[CH:40][CH:39]=[C:38]([F:42])[C:34]=1[C:35]([NH:12][C:10]1[CH:9]=[N:8][C:6]2[O:7][C@@H:2]([CH3:1])[CH2:3][N:4]([S:13]([C:16]3[CH:17]=[C:18]([CH3:22])[CH:19]=[CH:20][CH:21]=3)(=[O:14])=[O:15])[C:5]=2[CH:11]=1)=[O:36], predict the reactants needed to synthesize it. The reactants are: [CH3:1][C@@H:2]1[O:7][C:6]2[N:8]=[CH:9][C:10]([NH2:12])=[CH:11][C:5]=2[N:4]([S:13]([C:16]2[CH:17]=[C:18]([CH3:22])[CH:19]=[CH:20][CH:21]=2)(=[O:15])=[O:14])[CH2:3]1.C(N(CC)C(C)C)(C)C.[Cl:32][C:33]1[CH:41]=[CH:40][CH:39]=[C:38]([F:42])[C:34]=1[C:35](Cl)=[O:36]. (6) Given the product [Cl:13][C:7]1[CH:6]=[C:5]([N:4]([CH2:14][C:16]2[NH:17][CH:18]=[N:19][CH:20]=2)[CH:1]([CH3:3])[CH3:2])[CH:10]=[CH:9][C:8]=1[O:11][CH3:12], predict the reactants needed to synthesize it. The reactants are: [CH:1]([NH:4][C:5]1[CH:10]=[CH:9][C:8]([O:11][CH3:12])=[C:7]([Cl:13])[CH:6]=1)([CH3:3])[CH3:2].[CH:14]([C:16]1[N:17]=[CH:18][NH:19][CH:20]=1)=O.C([BH3-])#N.[Na+]. (7) Given the product [Cl:22][C:23]1[CH:24]=[C:25]2[C:30](=[CH:31][CH:32]=1)[N:29]([C@H:33]([CH3:37])[C:34]([N:4]1[CH2:5][CH2:6][N:1]([C:7]3[CH:8]=[CH:9][C:10]([S:13]([NH:16][C:17]4[S:21][N:20]=[CH:19][N:18]=4)(=[O:15])=[O:14])=[CH:11][CH:12]=3)[CH2:2][CH2:3]1)=[O:35])[CH2:28][CH2:27][CH2:26]2, predict the reactants needed to synthesize it. The reactants are: [N:1]1([C:7]2[CH:12]=[CH:11][C:10]([S:13]([NH:16][C:17]3[S:21][N:20]=[CH:19][N:18]=3)(=[O:15])=[O:14])=[CH:9][CH:8]=2)[CH2:6][CH2:5][NH:4][CH2:3][CH2:2]1.[Cl:22][C:23]1[CH:24]=[C:25]2[C:30](=[CH:31][CH:32]=1)[N:29]([C@H:33]([CH3:37])[C:34](O)=[O:35])[CH2:28][CH2:27][CH2:26]2.CN(C(ON1N=NC2C=CC=NC1=2)=[N+](C)C)C.F[P-](F)(F)(F)(F)F.C(=O)(O)[O-].[Na+].